Dataset: Reaction yield outcomes from USPTO patents with 853,638 reactions. Task: Predict the reaction yield, written as a fraction of the theoretical maximum amount of product (1.0 means a 100% yield; for example, 0.34 means a 34% yield). The reactants are [NH2:1][C:2]1[CH:3]=[C:4]([OH:12])[C:5](=[CH:10][CH:11]=1)[C:6]([O:8][CH3:9])=[O:7].[O:13]1[C:17]2[CH:18]=[CH:19][CH:20]=[CH:21][C:16]=2[CH:15]=[C:14]1[S:22](Cl)(=[O:24])=[O:23]. No catalyst specified. The yield is 0.700. The product is [O:13]1[C:17]2[CH:18]=[CH:19][CH:20]=[CH:21][C:16]=2[CH:15]=[C:14]1[S:22]([NH:1][C:2]1[CH:11]=[CH:10][C:5]([C:6]([O:8][CH3:9])=[O:7])=[C:4]([OH:12])[CH:3]=1)(=[O:24])=[O:23].